From a dataset of Catalyst prediction with 721,799 reactions and 888 catalyst types from USPTO. Predict which catalyst facilitates the given reaction. (1) Reactant: [C:1]([N:5]1[C:9](=[O:10])[C:8](Cl)=[C:7]([C:12]2[CH:17]=[CH:16][CH:15]=[CH:14][CH:13]=2)[S:6]1(=[O:19])=[O:18])([CH3:4])([CH3:3])[CH3:2].[CH:20]([O:23][C:24]1[CH:30]=[CH:29][C:27]([NH2:28])=[CH:26][CH:25]=1)([CH3:22])[CH3:21]. Product: [C:1]([N:5]1[C:9](=[O:10])[C:8]([NH:28][C:27]2[CH:26]=[CH:25][C:24]([O:23][CH:20]([CH3:22])[CH3:21])=[CH:30][CH:29]=2)=[C:7]([C:12]2[CH:17]=[CH:16][CH:15]=[CH:14][CH:13]=2)[S:6]1(=[O:19])=[O:18])([CH3:4])([CH3:3])[CH3:2]. The catalyst class is: 23. (2) Reactant: Cl.[NH:2]([C:4]1[CH:12]=[CH:11][CH:10]=[CH:9][C:5]=1[C:6]([OH:8])=[O:7])[NH2:3].[OH-].[Na+].[C:15]([CH2:18][S:19][C:20](=S)[S:21]CC(O)=O)(O)=[O:16]. Product: [O:16]=[C:15]1[CH2:18][S:19][C:20](=[S:21])[N:3]1[NH:2][C:4]1[CH:12]=[CH:11][CH:10]=[CH:9][C:5]=1[C:6]([OH:8])=[O:7]. The catalyst class is: 6.